Dataset: Forward reaction prediction with 1.9M reactions from USPTO patents (1976-2016). Task: Predict the product of the given reaction. (1) Given the reactants [CH:1]1([CH:4]([C:6]2[CH:11]=[CH:10][CH:9]=[CH:8][C:7]=2[F:12])[NH2:5])[CH2:3][CH2:2]1.[I:13][C:14]1[C:22]2[C:17](=[CH:18][CH:19]=[C:20]([C:23](N)=[O:24])[CH:21]=2)[NH:16][N:15]=1.CN(C(ON1N=NC2C=CC=CC1=2)=[N+](C)C)C.[B-](F)(F)(F)F.CCN(C(C)C)C(C)C, predict the reaction product. The product is: [CH:1]1([CH:4]([C:6]2[CH:11]=[CH:10][CH:9]=[CH:8][C:7]=2[F:12])[NH:5][C:23]([C:20]2[CH:21]=[C:22]3[C:17](=[CH:18][CH:19]=2)[NH:16][N:15]=[C:14]3[I:13])=[O:24])[CH2:2][CH2:3]1. (2) Given the reactants Br[C:2]1[CH:3]=[N:4][C:5]2[N:6]([CH:8]=[C:9]([CH2:11][O:12][C:13]3[CH:18]=[CH:17][CH:16]=[CH:15][N:14]=3)[N:10]=2)[CH:7]=1.[F:19][C:20]1[CH:21]=[CH:22][C:23]([CH3:29])=[C:24](B(O)O)[CH:25]=1, predict the reaction product. The product is: [F:19][C:20]1[CH:25]=[CH:24][C:23]([CH3:29])=[C:22]([C:2]2[CH:3]=[N:4][C:5]3[N:6]([CH:8]=[C:9]([CH2:11][O:12][C:13]4[CH:18]=[CH:17][CH:16]=[CH:15][N:14]=4)[N:10]=3)[CH:7]=2)[CH:21]=1. (3) Given the reactants [Cl-].O[NH3+:3].[C:4](=[O:7])([O-])[OH:5].[Na+].CS(C)=O.[F:13][CH2:14][C:15]([OH:53])([CH3:52])[CH2:16][O:17][C@H:18]1[CH2:23][CH2:22][C@H:21]([N:24]2[C:29](=[O:30])[C:28]([CH2:31][C:32]3[CH:37]=[CH:36][C:35]([C:38]4[C:39]([C:44]#[N:45])=[CH:40][CH:41]=[CH:42][CH:43]=4)=[CH:34][CH:33]=3)=[C:27]([CH2:46][CH2:47][CH3:48])[N:26]3[N:49]=[CH:50][N:51]=[C:25]23)[CH2:20][CH2:19]1, predict the reaction product. The product is: [F:13][CH2:14][C:15]([OH:53])([CH3:52])[CH2:16][O:17][C@H:18]1[CH2:23][CH2:22][C@H:21]([N:24]2[C:29](=[O:30])[C:28]([CH2:31][C:32]3[CH:37]=[CH:36][C:35]([C:38]4[CH:43]=[CH:42][CH:41]=[CH:40][C:39]=4[C:44]4[NH:3][C:4](=[O:7])[O:5][N:45]=4)=[CH:34][CH:33]=3)=[C:27]([CH2:46][CH2:47][CH3:48])[N:26]3[N:49]=[CH:50][N:51]=[C:25]23)[CH2:20][CH2:19]1. (4) Given the reactants C([O:4][C@H:5]1[C@@H:10]([O:11]C(=O)C)[C@H:9]([O:15]C(=O)C)[C@@H:8]([CH2:19][O:20]C(=O)C)[O:7][C@@H:6]1[N:24]=[N+:25]=[N-:26])(=O)C.C[O-].[Na+], predict the reaction product. The product is: [C@H:6]1([N:24]=[N+:25]=[N-:26])[O:7][C@H:8]([CH2:19][OH:20])[C@@H:9]([OH:15])[C@H:10]([OH:11])[C@@H:5]1[OH:4]. (5) The product is: [C:1]([O:5][C:6]([NH:8][CH2:9][C@H:10]1[CH2:15][CH2:14][C@H:13]([C:16]([NH:18][C@H:19]([C:37](=[O:50])[NH:38][C:39]2[CH:40]=[CH:41][C:42]([C:45]3[NH:49][N:48]=[N:47][N:46]=3)=[CH:43][CH:44]=2)[CH2:20][C:21]2[CH:22]=[C:23]([C:27]3[C:32]([CH3:33])=[CH:31][CH:30]=[C:29]([C:34]([NH:51][CH:52]4[CH:57]5[CH:53]4[CH2:54][N:55]([C:58]([O:60][C:61]([CH3:64])([CH3:63])[CH3:62])=[O:59])[CH2:56]5)=[O:35])[CH:28]=3)[CH:24]=[CH:25][CH:26]=2)=[O:17])[CH2:12][CH2:11]1)=[O:7])([CH3:4])([CH3:2])[CH3:3]. Given the reactants [C:1]([O:5][C:6]([NH:8][CH2:9][C@H:10]1[CH2:15][CH2:14][C@H:13]([C:16]([NH:18][C@H:19]([C:37](=[O:50])[NH:38][C:39]2[CH:44]=[CH:43][C:42]([C:45]3[NH:49][N:48]=[N:47][N:46]=3)=[CH:41][CH:40]=2)[CH2:20][C:21]2[CH:22]=[C:23]([C:27]3[C:32]([CH3:33])=[CH:31][CH:30]=[C:29]([C:34](O)=[O:35])[CH:28]=3)[CH:24]=[CH:25][CH:26]=2)=[O:17])[CH2:12][CH2:11]1)=[O:7])([CH3:4])([CH3:3])[CH3:2].[NH2:51][CH:52]1[CH:57]2[CH:53]1[CH2:54][N:55]([C:58]([O:60][C:61]([CH3:64])([CH3:63])[CH3:62])=[O:59])[CH2:56]2.F[P-](F)(F)(F)(F)F.CN(C(ON1C2=NC=CC=C2N=N1)=[N+](C)C)C.C(N(CC)C(C)C)(C)C, predict the reaction product. (6) Given the reactants [C:1]([C:5]1[CH:10]=[CH:9][C:8]([C:11]2[CH:16]=[C:15](Cl)[N:14]=[CH:13][N:12]=2)=[CH:7][CH:6]=1)([CH3:4])([CH3:3])[CH3:2].[CH3:18][O:19][C:20]1[CH:21]=[C:22]([SH:26])[CH:23]=[CH:24][CH:25]=1.[H-].[Na+], predict the reaction product. The product is: [C:1]([C:5]1[CH:10]=[CH:9][C:8]([C:11]2[CH:16]=[C:15]([S:26][C:22]3[CH:23]=[CH:24][CH:25]=[C:20]([O:19][CH3:18])[CH:21]=3)[N:14]=[CH:13][N:12]=2)=[CH:7][CH:6]=1)([CH3:4])([CH3:3])[CH3:2].